From a dataset of NCI-60 drug combinations with 297,098 pairs across 59 cell lines. Regression. Given two drug SMILES strings and cell line genomic features, predict the synergy score measuring deviation from expected non-interaction effect. (1) Drug 1: CC1=C2C(C(=O)C3(C(CC4C(C3C(C(C2(C)C)(CC1OC(=O)C(C(C5=CC=CC=C5)NC(=O)OC(C)(C)C)O)O)OC(=O)C6=CC=CC=C6)(CO4)OC(=O)C)O)C)O. Drug 2: C#CCC(CC1=CN=C2C(=N1)C(=NC(=N2)N)N)C3=CC=C(C=C3)C(=O)NC(CCC(=O)O)C(=O)O. Cell line: A498. Synergy scores: CSS=28.8, Synergy_ZIP=0.0199, Synergy_Bliss=-2.05, Synergy_Loewe=-19.8, Synergy_HSA=-1.77. (2) Drug 2: N.N.Cl[Pt+2]Cl. Drug 1: CCC1(CC2CC(C3=C(CCN(C2)C1)C4=CC=CC=C4N3)(C5=C(C=C6C(=C5)C78CCN9C7C(C=CC9)(C(C(C8N6C)(C(=O)OC)O)OC(=O)C)CC)OC)C(=O)OC)O.OS(=O)(=O)O. Synergy scores: CSS=31.5, Synergy_ZIP=-0.0813, Synergy_Bliss=0.745, Synergy_Loewe=0.831, Synergy_HSA=0.837. Cell line: UACC62. (3) Drug 1: C1CCC(C1)C(CC#N)N2C=C(C=N2)C3=C4C=CNC4=NC=N3. Drug 2: CC1C(C(CC(O1)OC2CC(CC3=C2C(=C4C(=C3O)C(=O)C5=CC=CC=C5C4=O)O)(C(=O)C)O)N)O. Cell line: MDA-MB-435. Synergy scores: CSS=58.5, Synergy_ZIP=4.73, Synergy_Bliss=8.26, Synergy_Loewe=-47.5, Synergy_HSA=3.74. (4) Drug 1: C1=NC2=C(N1)C(=S)N=C(N2)N. Drug 2: CC(C)CN1C=NC2=C1C3=CC=CC=C3N=C2N. Cell line: MOLT-4. Synergy scores: CSS=53.0, Synergy_ZIP=0.744, Synergy_Bliss=0.664, Synergy_Loewe=-8.27, Synergy_HSA=-0.332.